This data is from Reaction yield outcomes from USPTO patents with 853,638 reactions. The task is: Predict the reaction yield, written as a fraction of the theoretical maximum amount of product (1.0 means a 100% yield; for example, 0.34 means a 34% yield). (1) The reactants are [CH:1]([C:3]1[CH:10]=[CH:9][CH:8]=[CH:7][C:4]=1[C:5]#[N:6])=O.C(O)(=O)[CH2:12][C:13]([OH:15])=[O:14].N1CCCCC1.Cl. The catalyst is N1C=CC=CC=1. The product is [C:5]([C:4]1[CH:7]=[CH:8][CH:9]=[CH:10][C:3]=1/[CH:1]=[CH:12]/[C:13]([OH:15])=[O:14])#[N:6]. The yield is 0.700. (2) The product is [CH3:12][O:11][C:7]1[C:3]([C:4]([OH:6])=[O:5])=[C:2]2[C:10]([CH:13]=[CH:15][CH:16]=[N:1]2)=[CH:9][CH:8]=1. The reactants are [NH2:1][C:2]1[CH:10]=[CH:9][CH:8]=[C:7]([O:11][CH3:12])[C:3]=1[C:4]([OH:6])=[O:5].[CH:13]([CH:15]=[CH2:16])=O. The yield is 0.200. The catalyst is O1CCOCC1. (3) The reactants are [F:1][C:2]1[CH:3]=[C:4]([C@@H:9]2[N:14]([C:15]([O:17]C3C=CC([N+]([O-])=O)=CC=3)=O)[C:13](=[O:27])[NH:12][C:11]([CH2:28][O:29][CH3:30])=[C:10]2[C:31]([O:33][CH3:34])=[O:32])[CH:5]=[CH:6][C:7]=1[F:8].[N+:35]([C:38]1[CH:39]=[C:40]([C:44]2[CH2:45][CH2:46][N:47]([CH2:50][CH2:51][CH2:52][NH2:53])[CH2:48][CH:49]=2)[CH:41]=[CH:42][CH:43]=1)([O-])=O.C([O-])([O-])=O.[K+].[K+].CO. The catalyst is ClCCl. The product is [NH2:35][C:38]1[CH:39]=[C:40]([CH:44]2[CH2:45][CH2:46][N:47]([CH2:50][CH2:51][CH2:52][NH:53][C:15]([N:14]3[C@@H:9]([C:4]4[CH:5]=[CH:6][C:7]([F:8])=[C:2]([F:1])[CH:3]=4)[C:10]([C:31]([O:33][CH3:34])=[O:32])=[C:11]([CH2:28][O:29][CH3:30])[NH:12][C:13]3=[O:27])=[O:17])[CH2:48][CH2:49]2)[CH:41]=[CH:42][CH:43]=1. The yield is 0.520. (4) The reactants are [CH3:1][NH:2][CH3:3].[F:4][C:5]1[CH:10]=[CH:9][C:8]([C:11]2[N:15]([CH3:16])[N:14]=[CH:13][C:12]=2/[CH:17]=[CH:18]/[C:19]([NH:21][C:22]2[CH:27]=[CH:26][C:25]([CH2:28][C:29](O)=[O:30])=[CH:24][CH:23]=2)=[O:20])=[CH:7][CH:6]=1.O.ON1C2C=CC=CC=2N=N1.Cl.C(N=C=NCCCN(C)C)C. The catalyst is O.CN(C)C=O. The product is [CH3:1][N:2]([CH3:3])[C:29](=[O:30])[CH2:28][C:25]1[CH:26]=[CH:27][C:22]([NH:21][C:19](=[O:20])/[CH:18]=[CH:17]/[C:12]2[CH:13]=[N:14][N:15]([CH3:16])[C:11]=2[C:8]2[CH:7]=[CH:6][C:5]([F:4])=[CH:10][CH:9]=2)=[CH:23][CH:24]=1. The yield is 0.490. (5) The catalyst is O1CCOCC1. The product is [N:22]1([C:2]2[N:7]=[CH:6][C:5]([C:8]3[N:12]4[CH:13]=[CH:14][CH:15]=[CH:16][C:11]4=[N:10][C:9]=3[C:17]([O:19][CH2:20][CH3:21])=[O:18])=[CH:4][CH:3]=2)[CH2:26][CH2:25][CH2:24][CH2:23]1. The reactants are F[C:2]1[N:7]=[CH:6][C:5]([C:8]2[N:12]3[CH:13]=[CH:14][CH:15]=[CH:16][C:11]3=[N:10][C:9]=2[C:17]([O:19][CH2:20][CH3:21])=[O:18])=[CH:4][CH:3]=1.[NH:22]1[CH2:26][CH2:25][CH2:24][CH2:23]1. The yield is 0.590.